This data is from Reaction yield outcomes from USPTO patents with 853,638 reactions. The task is: Predict the reaction yield, written as a fraction of the theoretical maximum amount of product (1.0 means a 100% yield; for example, 0.34 means a 34% yield). (1) The reactants are [C:1]([C:5]1[O:9][N:8]=[C:7]([NH:10][C:11]([NH:13][C:14]2[CH:19]=[CH:18][CH:17]=[C:16]([O:20][C:21]3[C:30]4[C:25](=[CH:26][C:27]([O:33][CH2:34][CH2:35][CH2:36]Cl)=[C:28]([O:31][CH3:32])[CH:29]=4)[N:24]=[CH:23][N:22]=3)[CH:15]=2)=[O:12])[CH:6]=1)([CH3:4])([CH3:3])[CH3:2].[NH:38]1[CH2:42][CH2:41][CH:40]([OH:43])[CH2:39]1. No catalyst specified. The product is [C:1]([C:5]1[O:9][N:8]=[C:7]([NH:10][C:11]([NH:13][C:14]2[CH:19]=[CH:18][CH:17]=[C:16]([O:20][C:21]3[C:30]4[C:25](=[CH:26][C:27]([O:33][CH2:34][CH2:35][CH2:36][N:38]5[CH2:42][CH2:41][CH:40]([OH:43])[CH2:39]5)=[C:28]([O:31][CH3:32])[CH:29]=4)[N:24]=[CH:23][N:22]=3)[CH:15]=2)=[O:12])[CH:6]=1)([CH3:4])([CH3:3])[CH3:2]. The yield is 0.0400. (2) The yield is 0.850. The product is [CH2:22]([O:29][N:30]1[C:36](=[O:37])[N:35]2[CH2:38][C@H:31]1[CH2:32][CH2:33][C@H:34]2[C:39]1[O:40][C:43]([CH2:44][CH:45]2[CH2:46][CH:47]([NH:49][C:50](=[O:56])[O:51][C:52]([CH3:55])([CH3:54])[CH3:53])[CH2:48]2)=[N:42][N:41]=1)[C:23]1[CH:28]=[CH:27][CH:26]=[CH:25][CH:24]=1. The catalyst is C(Cl)Cl. The reactants are C1C=CC(P(C2C=CC=CC=2)C2C=CC=CC=2)=CC=1.II.[CH2:22]([O:29][N:30]1[C:36](=[O:37])[N:35]2[CH2:38][C@H:31]1[CH2:32][CH2:33][C@H:34]2[C:39]([NH:41][NH:42][C:43](=O)[CH2:44][CH:45]1[CH2:48][CH:47]([NH:49][C:50](=[O:56])[O:51][C:52]([CH3:55])([CH3:54])[CH3:53])[CH2:46]1)=[O:40])[C:23]1[CH:28]=[CH:27][CH:26]=[CH:25][CH:24]=1.